Dataset: Forward reaction prediction with 1.9M reactions from USPTO patents (1976-2016). Task: Predict the product of the given reaction. The product is: [O:18]1[C:2]2([CH2:3][CH:4]([C:12]([O:14][CH3:15])=[O:13])[CH2:5][CH:6]([C:8]([O:10][CH3:11])=[O:9])[CH2:7]2)[O:1][CH2:16][CH2:17]1. Given the reactants [O:1]=[C:2]1[CH2:7][CH:6]([C:8]([O:10][CH3:11])=[O:9])[CH2:5][CH:4]([C:12]([O:14][CH3:15])=[O:13])[CH2:3]1.[CH2:16](O)[CH2:17][OH:18].CC1C=CC(S(O)(=O)=O)=CC=1, predict the reaction product.